This data is from Full USPTO retrosynthesis dataset with 1.9M reactions from patents (1976-2016). The task is: Predict the reactants needed to synthesize the given product. (1) Given the product [Cl:17][C:18]1[CH:23]=[CH:22][C:21]([S:24]([NH:1][C:2]2[C:3]([C:9]([C:11]3[CH:12]=[N:13][CH:14]=[CH:15][CH:16]=3)=[O:10])=[N:4][CH:5]=[C:6]([Cl:8])[CH:7]=2)(=[O:25])=[O:26])=[CH:20][C:19]=1[C:28]([F:31])([F:29])[F:30], predict the reactants needed to synthesize it. The reactants are: [NH2:1][C:2]1[C:3]([C:9]([C:11]2[CH:12]=[N:13][CH:14]=[CH:15][CH:16]=2)=[O:10])=[N:4][CH:5]=[C:6]([Cl:8])[CH:7]=1.[Cl:17][C:18]1[CH:23]=[CH:22][C:21]([S:24](Cl)(=[O:26])=[O:25])=[CH:20][C:19]=1[C:28]([F:31])([F:30])[F:29]. (2) Given the product [CH2:1]([O:8][C:9]([NH:11][C@H:12]([C:16]([O:18][C:19]1[CH:20]=[C:21]([CH:25]=[CH:26][CH:27]=1)[C:22]([O:24][CH2:47][Cl:46])=[O:23])=[O:17])[CH:13]([CH3:15])[CH3:14])=[O:10])[C:2]1[CH:7]=[CH:6][CH:5]=[CH:4][CH:3]=1, predict the reactants needed to synthesize it. The reactants are: [CH2:1]([O:8][C:9]([NH:11][C@H:12]([C:16]([O:18][C:19]1[CH:20]=[C:21]([CH:25]=[CH:26][CH:27]=1)[C:22]([OH:24])=[O:23])=[O:17])[CH:13]([CH3:15])[CH3:14])=[O:10])[C:2]1[CH:7]=[CH:6][CH:5]=[CH:4][CH:3]=1.[OH-].C([N+](CCCC)(CCCC)CCCC)CCC.[Cl:46][CH2:47]I.